This data is from Full USPTO retrosynthesis dataset with 1.9M reactions from patents (1976-2016). The task is: Predict the reactants needed to synthesize the given product. Given the product [C:1]([O:5][C:6]([NH:8][C@@H:9]([C@H:22]([CH2:30][CH3:31])[CH2:23][CH:24]([CH3:29])[CH2:25][CH2:26][CH:27]=[CH2:28])[C:10]([N:12]1[CH2:16][C@H:15]([OH:17])[CH2:14][C@H:13]1[C:18]([OH:20])=[O:19])=[O:11])=[O:7])([CH3:4])([CH3:3])[CH3:2], predict the reactants needed to synthesize it. The reactants are: [C:1]([O:5][C:6]([NH:8][C@@H:9]([C@H:22]([CH2:30][CH3:31])[CH2:23][CH:24]([CH3:29])[CH2:25][CH2:26][CH:27]=[CH2:28])[C:10]([N:12]1[CH2:16][C@H:15]([OH:17])[CH2:14][C@H:13]1[C:18]([O:20]C)=[O:19])=[O:11])=[O:7])([CH3:4])([CH3:3])[CH3:2].[Li+].[OH-].CO.